Task: Regression. Given two drug SMILES strings and cell line genomic features, predict the synergy score measuring deviation from expected non-interaction effect.. Dataset: NCI-60 drug combinations with 297,098 pairs across 59 cell lines (1) Cell line: HCC-2998. Drug 1: CC1=C(C=C(C=C1)C(=O)NC2=CC(=CC(=C2)C(F)(F)F)N3C=C(N=C3)C)NC4=NC=CC(=N4)C5=CN=CC=C5. Synergy scores: CSS=8.50, Synergy_ZIP=-3.34, Synergy_Bliss=-6.91, Synergy_Loewe=0.282, Synergy_HSA=-4.76. Drug 2: C1CNP(=O)(OC1)N(CCCl)CCCl. (2) Drug 1: CC1CCC2CC(C(=CC=CC=CC(CC(C(=O)C(C(C(=CC(C(=O)CC(OC(=O)C3CCCCN3C(=O)C(=O)C1(O2)O)C(C)CC4CCC(C(C4)OC)OCCO)C)C)O)OC)C)C)C)OC. Drug 2: CC12CCC3C(C1CCC2OP(=O)(O)O)CCC4=C3C=CC(=C4)OC(=O)N(CCCl)CCCl.[Na+]. Cell line: OVCAR-5. Synergy scores: CSS=18.4, Synergy_ZIP=1.38, Synergy_Bliss=7.38, Synergy_Loewe=0.785, Synergy_HSA=5.88. (3) Drug 1: CC1=C(C=C(C=C1)NC(=O)C2=CC=C(C=C2)CN3CCN(CC3)C)NC4=NC=CC(=N4)C5=CN=CC=C5. Drug 2: CC1CCC2CC(C(=CC=CC=CC(CC(C(=O)C(C(C(=CC(C(=O)CC(OC(=O)C3CCCCN3C(=O)C(=O)C1(O2)O)C(C)CC4CCC(C(C4)OC)OCCO)C)C)O)OC)C)C)C)OC. Cell line: A549. Synergy scores: CSS=-4.65, Synergy_ZIP=1.32, Synergy_Bliss=-2.47, Synergy_Loewe=-18.2, Synergy_HSA=-7.96. (4) Drug 1: C1C(C(OC1N2C=NC3=C(N=C(N=C32)Cl)N)CO)O. Drug 2: CC(C)CN1C=NC2=C1C3=CC=CC=C3N=C2N. Cell line: HOP-92. Synergy scores: CSS=36.4, Synergy_ZIP=1.08, Synergy_Bliss=6.36, Synergy_Loewe=2.46, Synergy_HSA=6.03. (5) Drug 1: C1=CC=C(C(=C1)C(C2=CC=C(C=C2)Cl)C(Cl)Cl)Cl. Drug 2: C(CC(=O)O)C(=O)CN.Cl. Cell line: NCI-H226. Synergy scores: CSS=1.39, Synergy_ZIP=-0.593, Synergy_Bliss=1.42, Synergy_Loewe=0.718, Synergy_HSA=0.778. (6) Drug 1: C1CCN(CC1)CCOC2=CC=C(C=C2)C(=O)C3=C(SC4=C3C=CC(=C4)O)C5=CC=C(C=C5)O. Drug 2: C1CNP(=O)(OC1)N(CCCl)CCCl. Cell line: KM12. Synergy scores: CSS=-7.97, Synergy_ZIP=2.10, Synergy_Bliss=-2.38, Synergy_Loewe=-6.72, Synergy_HSA=-7.92.